From a dataset of Cav3 T-type calcium channel HTS with 100,875 compounds. Binary Classification. Given a drug SMILES string, predict its activity (active/inactive) in a high-throughput screening assay against a specified biological target. The drug is O(c1cc2c(c(=O)n(cc2C(=O)NCCCOC)C)cc1OC)C. The result is 0 (inactive).